Dataset: Catalyst prediction with 721,799 reactions and 888 catalyst types from USPTO. Task: Predict which catalyst facilitates the given reaction. (1) Reactant: [F:1][C:2]1[C:3]([N+:9]([O-:11])=[O:10])=[CH:4][CH:5]=[C:6]([OH:8])[CH:7]=1.[CH3:12][CH:13](O)[CH3:14].C1(P(C2C=CC=CC=2)C2C=CC=CN=2)C=CC=CC=1.N(C(OC(C)(C)C)=O)=NC(OC(C)(C)C)=O.Cl.C(OCC)C. Product: [F:1][C:2]1[CH:7]=[C:6]([O:8][CH:13]([CH3:14])[CH3:12])[CH:5]=[CH:4][C:3]=1[N+:9]([O-:11])=[O:10]. The catalyst class is: 7. (2) Reactant: Cl.[Cl:2][C:3]1[CH:4]=[C:5]([C:10]2[C:15]([CH2:16][NH2:17])=[CH:14][CH:13]=[C:12]([C:18]([F:21])([F:20])[F:19])[N:11]=2)[CH:6]=[CH:7][C:8]=1[F:9].[N:22]1[CH:27]=[CH:26][CH:25]=[CH:24][C:23]=1[CH2:28][C:29](O)=[O:30].F[B-](F)(F)F.N1(OC(N(C)C)=[N+](C)C)C2C=CC=CC=2N=N1.C(N(C(C)C)C(C)C)C. Product: [Cl:2][C:3]1[CH:4]=[C:5]([C:10]2[C:15]([CH2:16][NH:17][C:29](=[O:30])[CH2:28][C:23]3[CH:24]=[CH:25][CH:26]=[CH:27][N:22]=3)=[CH:14][CH:13]=[C:12]([C:18]([F:20])([F:21])[F:19])[N:11]=2)[CH:6]=[CH:7][C:8]=1[F:9]. The catalyst class is: 7. (3) Reactant: [CH2:1]=[CH:2][C:3](=[CH2:5])[CH3:4].[CH3:6][CH2:7][C:8]([CH2:10][CH2:11]/[CH:12]=[C:13](/[CH2:15][CH2:16][CH:17]=[C:18]([CH3:20])[CH3:19])\[CH3:14])=[CH2:9]. Product: [CH3:6][CH2:7][C:8]([CH2:10][CH2:11]/[CH:12]=[C:13](/[CH2:15][CH2:16][CH:17]=[C:18]([CH3:19])[CH3:20])\[CH3:14])=[CH2:9].[CH2:1]=[CH:2][C:3](=[CH2:4])[CH3:5]. The catalyst class is: 5. (4) Reactant: [C:1]1([S:7]([N:10]2[CH2:15][CH2:14][CH:13]([CH2:16][C:17]3[CH:22]=[CH:21][C:20]([NH2:23])=[CH:19][CH:18]=3)[CH2:12][CH2:11]2)(=[O:9])=[O:8])[CH:6]=[CH:5][CH:4]=[CH:3][CH:2]=1.S(O)(O)(=O)=O.Cl[C:30]1[NH:31][CH2:32][CH2:33][N:34]=1. Product: [C:1]1([S:7]([N:10]2[CH2:15][CH2:14][CH:13]([CH2:16][C:17]3[CH:18]=[CH:19][C:20]([NH:23][C:30]4[NH:34][CH2:33][CH2:32][N:31]=4)=[CH:21][CH:22]=3)[CH2:12][CH2:11]2)(=[O:8])=[O:9])[CH:6]=[CH:5][CH:4]=[CH:3][CH:2]=1. The catalyst class is: 41. (5) The catalyst class is: 17. Product: [Br:1][C:2]1[CH:7]=[CH:6][C:5]([S:8]([NH:12][C:13]2[C:14]([CH3:19])=[N:15][O:16][C:17]=2[CH3:18])(=[O:10])=[O:9])=[CH:4][CH:3]=1. Reactant: [Br:1][C:2]1[CH:7]=[CH:6][C:5]([S:8](Cl)(=[O:10])=[O:9])=[CH:4][CH:3]=1.[NH2:12][C:13]1[C:14]([CH3:19])=[N:15][O:16][C:17]=1[CH3:18].